The task is: Predict the product of the given reaction.. This data is from Forward reaction prediction with 1.9M reactions from USPTO patents (1976-2016). (1) Given the reactants [C:1]([NH:5][C:6]([C:8]1[C:9]([C:21]2[S:22][C:23]3[CH2:28][CH2:27][CH2:26][C:24]=3[N:25]=2)=[N:10][N:11](COCC[Si](C)(C)C)[CH:12]=1)=[O:7])([CH3:4])([CH3:3])[CH3:2].FC(F)(F)C(O)=O, predict the reaction product. The product is: [C:1]([NH:5][C:6]([C:8]1[C:9]([C:21]2[S:22][C:23]3[CH2:28][CH2:27][CH2:26][C:24]=3[N:25]=2)=[N:10][NH:11][CH:12]=1)=[O:7])([CH3:4])([CH3:2])[CH3:3]. (2) The product is: [F:45][C:46]([F:50])([F:49])[CH2:47][O:1][CH2:2][C:3]1[O:7][C:6]([CH2:8][N:9]([CH2:22][C:23]([F:26])([F:24])[F:25])[C:10]2[CH:17]=[CH:16][C:13]([C:14]#[N:15])=[C:12]([C:18]([F:19])([F:20])[F:21])[CH:11]=2)=[CH:5][CH:4]=1. Given the reactants [OH:1][CH2:2][C:3]1[O:7][C:6]([CH2:8][N:9]([CH2:22][C:23]([F:26])([F:25])[F:24])[C:10]2[CH:17]=[CH:16][C:13]([C:14]#[N:15])=[C:12]([C:18]([F:21])([F:20])[F:19])[CH:11]=2)=[CH:5][CH:4]=1.N(C(N1CCCCC1)=O)=NC(N1CCCCC1)=O.[F:45][C:46]([F:50])([F:49])[CH2:47]O.C(P(CCCC)CCCC)CCC, predict the reaction product. (3) Given the reactants [CH2:1]([N:3]([CH2:22][CH3:23])[CH2:4][CH2:5][N:6]1[CH2:11][CH2:10][C:9]2[NH:12][C:13]([CH:19]=O)=[C:14]([C:15]([F:18])([F:17])[F:16])[C:8]=2[C:7]1=[O:21])[CH3:2].[Cl:24][C:25]1[CH:26]=[C:27]([NH:32][C:33]2[C:34]3[CH2:41][C:40](=[O:42])[NH:39][C:35]=3[N:36]=[CH:37][N:38]=2)[CH:28]=[CH:29][C:30]=1[F:31], predict the reaction product. The product is: [Cl:24][C:25]1[CH:26]=[C:27]([NH:32][C:33]2[C:34]3[C:41](=[CH:19][C:13]4[NH:12][C:9]5[CH2:10][CH2:11][N:6]([CH2:5][CH2:4][N:3]([CH2:22][CH3:23])[CH2:1][CH3:2])[C:7](=[O:21])[C:8]=5[C:14]=4[C:15]([F:17])([F:18])[F:16])[C:40](=[O:42])[NH:39][C:35]=3[N:36]=[CH:37][N:38]=2)[CH:28]=[CH:29][C:30]=1[F:31]. (4) Given the reactants Cl.N[C@@H](C1C=CC=CC=1)C([N:6]([CH2:15][CH2:16][C:17]1[CH:22]=[CH:21][C:20]([F:23])=[C:19]([F:24])[CH:18]=1)[C:7]1[CH:12]=[CH:11][C:10]([CH3:13])=[C:9]([CH3:14])[CH:8]=1)=O.C(OC([NH:38][CH:39]([C:43]1[CH:44]=[N:45][C:46]([Cl:49])=[CH:47][CH:48]=1)[C:40]([OH:42])=O)=O)(C)(C)C, predict the reaction product. The product is: [ClH:49].[NH2:38][CH:39]([C:43]1[CH:44]=[N:45][C:46]([Cl:49])=[CH:47][CH:48]=1)[C:40]([N:6]([CH2:15][CH2:16][C:17]1[CH:22]=[CH:21][C:20]([F:23])=[C:19]([F:24])[CH:18]=1)[C:7]1[CH:12]=[CH:11][C:10]([CH3:13])=[C:9]([CH3:14])[CH:8]=1)=[O:42]. (5) Given the reactants [CH3:1]OC1C=C(OC)C=CC=1C(Cl)=O.[Cl:14][C:15]1[CH:21]=[C:20]([O:22][C:23]2[C:32]3[C:27](=[CH:28][C:29]([O:35][CH3:36])=[C:30]([O:33][CH3:34])[CH:31]=3)[N:26]=[CH:25]N=2)[CH:19]=[CH:18][C:16]=1[NH2:17].[CH3:37][O:38][C:39]1[CH:44]=[C:43]([O:45][CH3:46])[CH:42]=[CH:41][C:40]=1[C:47]([N:49]=[C:50]=[S:51])=[O:48], predict the reaction product. The product is: [CH3:37][O:38][C:39]1[CH:44]=[C:43]([O:45][CH3:46])[CH:42]=[CH:41][C:40]=1[C:47]([N:49]=[C:50]=[S:51])=[O:48].[Cl:14][C:15]1[CH:21]=[C:20]([O:22][C:23]2[C:32]3[C:27](=[CH:28][C:29]([O:35][CH3:36])=[C:30]([O:33][CH3:34])[CH:31]=3)[N:26]=[CH:25][CH:1]=2)[CH:19]=[CH:18][C:16]=1[NH:17][C:50]([NH:49][C:47](=[O:48])[C:40]1[CH:41]=[CH:42][C:43]([O:45][CH3:46])=[CH:44][C:39]=1[O:38][CH3:37])=[S:51]. (6) Given the reactants CO[C:3]1[CH:4]=[C:5]2[C:10](=[CH:11][C:12]=1[O:13][CH3:14])[N:9]=[CH:8][CH:7]=[C:6]2[O:15][C:16]1[CH:23]=[CH:22][C:21]([CH3:24])=[CH:20][C:17]=1[CH:18]=O.[NH:25]1[CH2:30][CH2:29][CH2:28][CH2:27][CH2:26]1.[BH4-].[Na+].C(OCC)(=O)C.[CH3:39][OH:40], predict the reaction product. The product is: [CH3:39][O:40][C:3]1[CH:4]=[C:5]2[C:10](=[CH:11][C:12]=1[O:13][CH3:14])[N:9]=[CH:8][CH:7]=[C:6]2[O:15][C:16]1[CH:23]=[CH:22][C:21]([CH3:24])=[CH:20][C:17]=1[CH2:18][N:25]1[CH2:30][CH2:29][CH2:28][CH2:27][CH2:26]1.